This data is from Catalyst prediction with 721,799 reactions and 888 catalyst types from USPTO. The task is: Predict which catalyst facilitates the given reaction. (1) Reactant: [Na+:1].[CH3:2][C:3]1[C:11]([CH3:19])([CH2:12][CH2:13][CH2:14][S:15]([OH:18])(=[O:17])=[O:16])[C:10]2[C:5](=[CH:6][CH:7]=[CH:8][CH:9]=2)[N+:4]=1[CH2:20][CH2:21][CH2:22][S:23]([OH:26])(=[O:25])=[O:24].[C:27]1([NH:33][CH:34]=NC2C=CC=CC=2)[CH:32]=[CH:31][CH:30]=[CH:29][CH:28]=1. Product: [Na+:1].[CH3:19][C:11]1([CH2:12][CH2:13][CH2:14][S:15]([OH:18])(=[O:16])=[O:17])[C:10]2[C:5](=[CH:6][CH:7]=[CH:8][CH:9]=2)[N+:4]([CH2:20][CH2:21][CH2:22][S:23]([OH:26])(=[O:24])=[O:25])=[C:3]1/[CH:2]=[CH:34]/[NH:33][C:27]1[CH:32]=[CH:31][CH:30]=[CH:29][CH:28]=1. The catalyst class is: 5. (2) Reactant: [NH2:1][C:2]1[CH:10]=[CH:9][C:5]([CH2:6][C:7]#[N:8])=[CH:4][CH:3]=1.[C-:11]#[N:12].[Na+].Cl.[CH2:15]=O. Product: [C:11]([CH2:15][NH:1][C:2]1[CH:10]=[CH:9][C:5]([CH2:6][C:7]#[N:8])=[CH:4][CH:3]=1)#[N:12]. The catalyst class is: 24. (3) Reactant: [CH2:1]([O:8][C:9]1[CH:14]=[CH:13][C:12]([C:15](=[O:25])[CH2:16][C:17]2[CH:22]=[CH:21][C:20]([O:23][CH3:24])=[CH:19][CH:18]=2)=[CH:11][CH:10]=1)[C:2]1[CH:7]=[CH:6][CH:5]=[CH:4][CH:3]=1.[CH2:26]([O:30][K])[CH:27]([CH3:29])[CH3:28].BrC(C)(C)C(C#N)=O. Product: [CH2:1]([O:8][C:9]1[CH:14]=[CH:13][C:12]([C:15]2[O:25][C:27]([CH3:29])([CH3:28])[C:26](=[O:30])[C:16]=2[C:17]2[CH:18]=[CH:19][C:20]([O:23][CH3:24])=[CH:21][CH:22]=2)=[CH:11][CH:10]=1)[C:2]1[CH:3]=[CH:4][CH:5]=[CH:6][CH:7]=1. The catalyst class is: 1. (4) Reactant: [Cl:1][C:2]1[C:11]2[C:10](=[O:12])[N:9]([CH2:13][CH2:14][C:15]3[CH:20]=[CH:19][CH:18]=[CH:17][CH:16]=3)[CH:8]([C:21]3[CH:26]=[CH:25][CH:24]=[CH:23][C:22]=3[O:27][CH3:28])[NH:7][C:6]=2[CH:5]=[CH:4][N:3]=1.[Mn]([O-])(=O)(=O)=O.[K+]. Product: [Cl:1][C:2]1[C:11]2[C:10](=[O:12])[N:9]([CH2:13][CH2:14][C:15]3[CH:20]=[CH:19][CH:18]=[CH:17][CH:16]=3)[C:8]([C:21]3[CH:26]=[CH:25][CH:24]=[CH:23][C:22]=3[O:27][CH3:28])=[N:7][C:6]=2[CH:5]=[CH:4][N:3]=1. The catalyst class is: 21.